Dataset: Full USPTO retrosynthesis dataset with 1.9M reactions from patents (1976-2016). Task: Predict the reactants needed to synthesize the given product. Given the product [CH:23]1([N:27]2[CH2:33][CH2:32][C:31]3[CH:34]=[C:35]([O:38][CH:39]4[CH2:44][CH2:43][N:42]([C:7]([C:6]5[CH:5]=[CH:4][C:3]([C:1]#[N:2])=[CH:11][CH:10]=5)=[O:9])[CH2:41][CH2:40]4)[CH:36]=[CH:37][C:30]=3[CH2:29][CH2:28]2)[CH2:24][CH2:25][CH2:26]1, predict the reactants needed to synthesize it. The reactants are: [C:1]([C:3]1[CH:11]=[CH:10][C:6]([C:7]([OH:9])=O)=[CH:5][CH:4]=1)#[N:2].O.ON1C2C=CC=CC=2N=N1.[CH:23]1([N:27]2[CH2:33][CH2:32][C:31]3[CH:34]=[C:35]([O:38][CH:39]4[CH2:44][CH2:43][NH:42][CH2:41][CH2:40]4)[CH:36]=[CH:37][C:30]=3[CH2:29][CH2:28]2)[CH2:26][CH2:25][CH2:24]1.